This data is from Reaction yield outcomes from USPTO patents with 853,638 reactions. The task is: Predict the reaction yield, written as a fraction of the theoretical maximum amount of product (1.0 means a 100% yield; for example, 0.34 means a 34% yield). (1) The reactants are [F:1][C:2]1[C:7]([F:8])=[CH:6][C:5]([F:9])=[CH:4][C:3]=1[CH2:10][C:11]([OH:13])=O.C1N=CN(C([N:21]2[CH:25]=NC=C2)=O)C=1.C1C[O:29][CH2:28]C1. The catalyst is O. The product is [CH3:28][O:29][N:21]([CH3:25])[C:11](=[O:13])[CH2:10][C:3]1[CH:4]=[C:5]([F:9])[CH:6]=[C:7]([F:8])[C:2]=1[F:1]. The yield is 0.800. (2) The reactants are [F:1][C:2]1[CH:7]=[CH:6][CH:5]=[CH:4][C:3]=1[N+:8]([O-:10])=[O:9].[Cl:11][S:12](O)(=[O:14])=[O:13]. No catalyst specified. The product is [F:1][C:2]1[CH:7]=[CH:6][C:5]([S:12]([Cl:11])(=[O:14])=[O:13])=[CH:4][C:3]=1[N+:8]([O-:10])=[O:9]. The yield is 0.650. (3) The reactants are [CH2:1]([O:8][CH:9]([CH3:14])[CH2:10][CH2:11][CH2:12][OH:13])[C:2]1[CH:7]=[CH:6][CH:5]=[CH:4][CH:3]=1.CC(C)=[O:17].OS(O)(=O)=O.O=[Cr](=O)=O.S([O-])([O-])=O.[Na+].[Na+]. The catalyst is CC(C)=O. The product is [CH2:1]([O:8][CH:9]([CH3:14])[CH2:10][CH2:11][C:12]([OH:17])=[O:13])[C:2]1[CH:7]=[CH:6][CH:5]=[CH:4][CH:3]=1. The yield is 0.630. (4) The catalyst is C1COCC1. The product is [CH3:9][C:10]1([C:13](=[O:15])[CH2:2][C:1]#[N:4])[CH2:12][CH2:11]1. The yield is 0.730. The reactants are [CH:1]([N-:4]C(C)C)(C)[CH3:2].[Li+].[CH3:9][C:10]1([C:13]([O:15]C)=O)[CH2:12][CH2:11]1.CC#N. (5) The reactants are [N:1]1[C:10]2[NH:9][CH2:8][CH2:7][CH2:6][C:5]=2[CH:4]=[CH:3][C:2]=1[CH2:11][C:12]([OH:14])=O.[CH2:15]([O:17][C:18](=[O:34])[CH2:19][CH:20]([N:24]1[C:32]2[C:27](=[CH:28][C:29]([NH2:33])=[CH:30][CH:31]=2)[CH:26]=[CH:25]1)[CH2:21][CH2:22][CH3:23])[CH3:16].F[P-](F)(F)(F)(F)F.N1(O[P+](N(C)C)(N(C)C)N(C)C)C2C=CC=CC=2N=N1.C(N(C(C)C)CC)(C)C. The catalyst is CN(C=O)C. The product is [CH2:15]([O:17][C:18](=[O:34])[CH2:19][CH:20]([N:24]1[C:32]2[C:27](=[CH:28][C:29]([NH:33][C:12](=[O:14])[CH2:11][C:2]3[CH:3]=[CH:4][C:5]4[CH2:6][CH2:7][CH2:8][NH:9][C:10]=4[N:1]=3)=[CH:30][CH:31]=2)[CH:26]=[CH:25]1)[CH2:21][CH2:22][CH3:23])[CH3:16]. The yield is 0.670. (6) The reactants are [C:1]([O:13][CH3:14])(=[O:12])[C:2]1[CH:11]=[CH:10][C:5]([C:6](OC)=[O:7])=[CH:4][CH:3]=1.O.[NH2:16][NH2:17]. The catalyst is CCO. The product is [CH3:14][O:13][C:1](=[O:12])[C:2]1[CH:11]=[CH:10][C:5]([C:6]([NH:16][NH2:17])=[O:7])=[CH:4][CH:3]=1. The yield is 1.00. (7) The reactants are [Cl:1][C:2]1[CH:7]=[CH:6][CH:5]=[CH:4][C:3]=1[F:8].[Li]CCCC.CCCCCC.CON(C)[C:23]([C@@H:25]1[CH2:30][CH2:29][CH2:28][N:27]([C:31]([O:33][C:34]([CH3:37])([CH3:36])[CH3:35])=[O:32])[CH2:26]1)=[O:24]. The catalyst is C1COCC1. The product is [Cl:1][C:2]1[C:3]([F:8])=[C:4]([CH:5]=[CH:6][CH:7]=1)[C:23]([C@@H:25]1[CH2:30][CH2:29][CH2:28][N:27]([C:31]([O:33][C:34]([CH3:37])([CH3:36])[CH3:35])=[O:32])[CH2:26]1)=[O:24]. The yield is 0.700.